The task is: Predict the reactants needed to synthesize the given product.. This data is from Full USPTO retrosynthesis dataset with 1.9M reactions from patents (1976-2016). (1) Given the product [CH:5]1([N:8]2[CH2:12][CH2:11][CH2:10][C:9]2=[O:13])[CH2:6][CH2:7][CH:2]=[CH:3][CH2:4]1, predict the reactants needed to synthesize it. The reactants are: O[C@H:2]1[CH2:7][CH2:6][C@H:5]([N:8]2[CH2:12][CH2:11][CH2:10][C:9]2=[O:13])[CH2:4][CH2:3]1.CCN(S(F)(F)F)CC. (2) Given the product [N:19]1([C:15]2[CH:14]=[C:13]([CH:18]=[CH:17][CH:16]=2)[O:12][C:9]2[CH:10]=[CH:11][C:6]3[N:5]4[CH2:20][CH2:21][CH2:22][CH:4]4[NH:3][S:2](=[O:1])(=[O:23])[C:7]=3[CH:8]=2)[CH:26]=[CH:30][CH:29]=[CH:28]1, predict the reactants needed to synthesize it. The reactants are: [O:1]=[S:2]1(=[O:23])[C:7]2[CH:8]=[C:9]([O:12][C:13]3[CH:14]=[C:15]([NH2:19])[CH:16]=[CH:17][CH:18]=3)[CH:10]=[CH:11][C:6]=2[N:5]2[CH2:20][CH2:21][CH2:22][CH:4]2[NH:3]1.CO[CH:26]1[CH2:30][CH2:29][CH:28](OC)O1.O.CC(O)=O. (3) Given the product [C:17]1([NH:7][C:1]2[CH:2]=[CH:3][CH:4]=[CH:5][CH:6]=2)[CH:18]=[CH:19][CH:20]=[CH:21][CH:22]=1, predict the reactants needed to synthesize it. The reactants are: [C:1]1([N:7]([C:17]2[CH:22]=[CH:21][CH:20]=[CH:19][CH:18]=2)C(=O)CCCCCCC)[CH:6]=[CH:5][CH:4]=[CH:3][CH:2]=1. (4) The reactants are: C(C1[CH:26]=[CH:25][C:7]2[NH:8][C:9](C3C4C5C(=CC=CC=5)C(=O)C=4C=CC=3)=[N:10][C:6]=2[CH:5]=1)(O)=O.[O:27]1C[CH2:30][CH2:29][CH2:28]1.[CH3:32][N:33](C)[CH:34]=O.[Cl:37]CCl. Given the product [CH3:7][N:8]([CH3:9])[CH2:30][CH2:29][CH2:28][OH:27].[ClH:37].[CH3:32][N:33]([CH3:34])[CH2:26][CH2:25][CH2:7][N:8]=[C:9]=[N:10][CH2:6][CH3:5], predict the reactants needed to synthesize it.